From a dataset of Forward reaction prediction with 1.9M reactions from USPTO patents (1976-2016). Predict the product of the given reaction. (1) Given the reactants [F:1][C:2]([F:22])([F:21])[CH2:3][CH2:4][CH2:5][O:6][C:7]1[CH:12]=[CH:11][C:10](/[C:13](/[CH3:20])=[CH:14]/[C:15]([O:17]CC)=O)=[CH:9][CH:8]=1.Cl.[CH3:24][NH:25][O:26][CH3:27].C(Cl)(Cl)Cl.C(=O)=O.C([Mg]Cl)(C)C.[NH4+].[Cl-], predict the reaction product. The product is: [CH3:27][O:26][N:25]([CH3:24])[C:15](=[O:17])/[CH:14]=[C:13](/[C:10]1[CH:9]=[CH:8][C:7]([O:6][CH2:5][CH2:4][CH2:3][C:2]([F:1])([F:21])[F:22])=[CH:12][CH:11]=1)\[CH3:20]. (2) Given the reactants Cl[C:2]1[C:11]([N:12]([CH:14]([CH3:16])[CH3:15])[CH3:13])=[N:10][C:9]2[C:4](=[CH:5][CH:6]=[C:7]([C:17]([O:19][CH3:20])=[O:18])[CH:8]=2)[N:3]=1.[F:21][C:22]([F:34])([F:33])[O:23][C:24]1[CH:29]=[CH:28][C:27](B(O)O)=[CH:26][CH:25]=1.[O-]P([O-])([O-])=O.[K+].[K+].[K+], predict the reaction product. The product is: [CH:14]([N:12]([CH3:13])[C:11]1[C:2]([C:27]2[CH:26]=[CH:25][C:24]([O:23][C:22]([F:21])([F:33])[F:34])=[CH:29][CH:28]=2)=[N:3][C:4]2[C:9]([N:10]=1)=[CH:8][C:7]([C:17]([O:19][CH3:20])=[O:18])=[CH:6][CH:5]=2)([CH3:16])[CH3:15]. (3) The product is: [Cl:22][C:23]1[C:28]([CH3:29])=[CH:27][C:26]2[NH:30][C:5]([C:4]3[CH:7]=[CH:8][C:9]([O:10][CH2:11][CH2:12][CH2:13][N:14]4[CH2:20][CH2:19][CH2:18][N:17]([CH3:21])[CH2:16][CH2:15]4)=[C:2]([Cl:1])[CH:3]=3)=[N:31][C:25]=2[CH:24]=1. Given the reactants [Cl:1][C:2]1[CH:3]=[C:4]([CH:7]=[CH:8][C:9]=1[O:10][CH2:11][CH2:12][CH2:13][N:14]1[CH2:20][CH2:19][CH2:18][N:17]([CH3:21])[CH2:16][CH2:15]1)[CH:5]=O.[Cl:22][C:23]1[CH:24]=[C:25]([NH2:31])[C:26]([NH2:30])=[CH:27][C:28]=1[CH3:29], predict the reaction product. (4) Given the reactants [CH2:1]([O:3][C:4]([C:6]1[C:15](=[O:16])[C:14]2[C:9](=[CH:10][CH:11]=[CH:12][CH:13]=2)[NH:8][CH:7]=1)=[O:5])[CH3:2].[H-].[Na+].[Br:19][C:20]1[CH:25]=[CH:24][CH:23]=[C:22]([CH2:26]Br)[N:21]=1, predict the reaction product. The product is: [CH2:1]([O:3][C:4]([C:6]1[C:15](=[O:16])[C:14]2[C:9](=[CH:10][CH:11]=[CH:12][CH:13]=2)[N:8]([CH2:26][C:22]2[CH:23]=[CH:24][CH:25]=[C:20]([Br:19])[N:21]=2)[CH:7]=1)=[O:5])[CH3:2]. (5) Given the reactants [NH2:1][C:2]1[C:3]([C:7]2[N:8]([CH2:18][CH3:19])[C:9]3[C:14]([OH:15])=[CH:13][N:12]=[C:11]([Cl:16])[C:10]=3[N:17]=2)=[N:4][O:5][N:6]=1.C(=O)([O-])[O-].[Cs+].[Cs+].[CH3:26][C:27]1[CH:32]=[CH:31][C:30]([S:33]([O:36][CH2:37][CH:38]([CH2:43]OS(C2C=CC(C)=CC=2)(=O)=O)[CH2:39][CH:40]([CH3:42])[CH3:41])(=[O:35])=[O:34])=[CH:29][CH:28]=1, predict the reaction product. The product is: [CH3:26][C:27]1[CH:32]=[CH:31][C:30]([S:33]([O:36][CH2:37][CH:38]([CH2:43][O:15][C:14]2[C:9]3[N:8]([CH2:18][CH3:19])[C:7]([C:3]4[C:2]([NH2:1])=[N:6][O:5][N:4]=4)=[N:17][C:10]=3[C:11]([Cl:16])=[N:12][CH:13]=2)[CH2:39][CH:40]([CH3:42])[CH3:41])(=[O:35])=[O:34])=[CH:29][CH:28]=1. (6) Given the reactants C1CN([P+](Br)(N2CCCC2)N2CCCC2)CC1.F[P-](F)(F)(F)(F)F.[C:25]([O:29][C:30]([NH:32][CH2:33][CH2:34][C:35]([C:40]1[CH:45]=[CH:44][C:43]([Cl:46])=[CH:42][CH:41]=1)([F:39])[C:36]([OH:38])=O)=[O:31])([CH3:28])([CH3:27])[CH3:26].Cl.Cl.[N:49]1([C:55]2[C:64]3[C:59](=[CH:60][CH:61]=[CH:62][CH:63]=3)[N:58]=[CH:57][N:56]=2)[CH2:54][CH2:53][NH:52][CH2:51][CH2:50]1.CCN(C(C)C)C(C)C, predict the reaction product. The product is: [C:25]([O:29][C:30](=[O:31])[NH:32][CH2:33][CH2:34][C:35]([C:40]1[CH:45]=[CH:44][C:43]([Cl:46])=[CH:42][CH:41]=1)([F:39])[C:36](=[O:38])[N:52]1[CH2:53][CH2:54][N:49]([C:55]2[C:64]3[C:59](=[CH:60][CH:61]=[CH:62][CH:63]=3)[N:58]=[CH:57][N:56]=2)[CH2:50][CH2:51]1)([CH3:26])([CH3:27])[CH3:28]. (7) Given the reactants [NH2:1][C@H:2]1[CH2:7][CH2:6][C@H:5]([NH2:8])[CH2:4][CH2:3]1.[CH3:9][C:10]([O:13][C:14](O[C:14]([O:13][C:10]([CH3:12])([CH3:11])[CH3:9])=[O:15])=[O:15])([CH3:12])[CH3:11], predict the reaction product. The product is: [C:10]([O:13][C:14](=[O:15])[NH:1][C@H:2]1[CH2:7][CH2:6][C@H:5]([NH2:8])[CH2:4][CH2:3]1)([CH3:12])([CH3:11])[CH3:9]. (8) Given the reactants [CH3:1][O:2][C:3]1[CH:8]=[CH:7][CH:6]=[CH:5][C:4]=1[C:9]1[C:17]2[C:12](=[N:13][CH:14]=[C:15](B3OC(C)(C)C(C)(C)O3)[CH:16]=2)[N:11](S(C2C=CC(C)=CC=2)(=O)=O)[CH:10]=1.Br[C:38]1[CH:39]=[N:40][CH:41]=[C:42]([CH:48]=1)[C:43]([N:45]([CH3:47])[CH3:46])=[O:44].C([O-])(O)=O.[Na+], predict the reaction product. The product is: [CH3:1][O:2][C:3]1[CH:8]=[CH:7][CH:6]=[CH:5][C:4]=1[C:9]1[C:17]2[C:12](=[N:13][CH:14]=[C:15]([C:38]3[CH:39]=[N:40][CH:41]=[C:42]([CH:48]=3)[C:43]([N:45]([CH3:46])[CH3:47])=[O:44])[CH:16]=2)[NH:11][CH:10]=1.